Dataset: Forward reaction prediction with 1.9M reactions from USPTO patents (1976-2016). Task: Predict the product of the given reaction. (1) Given the reactants [Cl:1][C:2]1[CH:7]=[CH:6][C:5]([C:8]2[N:9]=[CH:10][C:11]([C:21](Cl)=[O:22])=[N:12][C:13]=2[C:14]2[CH:19]=[CH:18][C:17]([Cl:20])=[CH:16][CH:15]=2)=[CH:4][CH:3]=1.[OH:24][N:25]1[CH2:30][CH2:29][CH2:28][CH2:27][CH2:26]1, predict the reaction product. The product is: [Cl:1][C:2]1[CH:7]=[CH:6][C:5]([C:8]2[C:13]([C:14]3[CH:19]=[CH:18][C:17]([Cl:20])=[CH:16][CH:15]=3)=[N:12][C:11]([C:21]([O:24][N:25]3[CH2:30][CH2:29][CH2:28][CH2:27][CH2:26]3)=[O:22])=[CH:10][N:9]=2)=[CH:4][CH:3]=1. (2) Given the reactants BrCCBr.C[Si](Cl)(C)C.[CH2:10]([O:17][C@@H:18]1[C@@H:23]([O:24][CH2:25][C:26]2[CH:31]=[CH:30][CH:29]=[CH:28][CH:27]=2)[C@H:22]([O:32][CH2:33][C:34]2[CH:39]=[CH:38][CH:37]=[CH:36][CH:35]=2)[C@@H:21]([CH2:40][O:41][CH2:42][C:43]2[CH:48]=[CH:47][CH:46]=[CH:45][CH:44]=2)[O:20][C@H:19]1[C:49]1[CH:54]=[CH:53][CH:52]=[C:51]([CH2:55]Br)[CH:50]=1)[C:11]1[CH:16]=[CH:15][CH:14]=[CH:13][CH:12]=1.CS[C:59]1[S:60][C:61]2[CH:67]=[CH:66][CH:65]=[CH:64][C:62]=2[N:63]=1, predict the reaction product. The product is: [CH2:10]([O:17][C@@H:18]1[C@@H:23]([O:24][CH2:25][C:26]2[CH:31]=[CH:30][CH:29]=[CH:28][CH:27]=2)[C@H:22]([O:32][CH2:33][C:34]2[CH:39]=[CH:38][CH:37]=[CH:36][CH:35]=2)[C@@H:21]([CH2:40][O:41][CH2:42][C:43]2[CH:48]=[CH:47][CH:46]=[CH:45][CH:44]=2)[O:20][C@H:19]1[C:49]1[CH:54]=[CH:53][CH:52]=[C:51]([CH2:55][C:59]2[S:60][C:61]3[CH:67]=[CH:66][CH:65]=[CH:64][C:62]=3[N:63]=2)[CH:50]=1)[C:11]1[CH:16]=[CH:15][CH:14]=[CH:13][CH:12]=1. (3) Given the reactants [OH:1][C:2]1[CH:7]=[C:6]([N:8]2[CH2:13][CH2:12][O:11][CH2:10][CH2:9]2)[CH:5]=[C:4]([OH:14])[C:3]=1[C:15](=[O:17])[CH3:16].C([O-])([O-])=O.[K+].[K+].Cl.[C:25](Cl)(=O)[C:26]1[CH:31]=[CH:30][CH:29]=[N:28][CH:27]=1.O, predict the reaction product. The product is: [OH:1][C:2]1[CH:7]=[C:6]([N:8]2[CH2:13][CH2:12][O:11][CH2:10][CH2:9]2)[CH:5]=[C:4]2[C:3]=1[C:15](=[O:17])[CH:16]=[C:25]([C:26]1[CH:27]=[N:28][CH:29]=[CH:30][CH:31]=1)[O:14]2. (4) Given the reactants [CH3:1][S:2][C:3]1[N:8]=[C:7]([NH2:9])[CH:6]=[C:5]([CH2:10][N:11]2[CH2:16][CH2:15][O:14][CH2:13][CH2:12]2)[N:4]=1.C[Si](C)(C)[N-][Si](C)(C)C.[Li+].Cl[C:28]1[S:29][C:30]2[CH:36]=[C:35]([N+:37]([O-:39])=[O:38])[CH:34]=[CH:33][C:31]=2[N:32]=1, predict the reaction product. The product is: [CH3:1][S:2][C:3]1[N:8]=[C:7]([NH:9][C:28]2[S:29][C:30]3[CH:36]=[C:35]([N+:37]([O-:39])=[O:38])[CH:34]=[CH:33][C:31]=3[N:32]=2)[CH:6]=[C:5]([CH2:10][N:11]2[CH2:12][CH2:13][O:14][CH2:15][CH2:16]2)[N:4]=1. (5) Given the reactants Cl[C:2]1[N:3]=[C:4]([N:26]2[CH2:31][CH2:30][O:29][CH2:28][CH2:27]2)[C:5]2[S:10][C:9]([C:11]3[CH:16]=[CH:15][CH:14]=[C:13]([CH2:17][N:18]4[CH2:23][CH2:22][N:21]([CH3:24])[CH2:20][CH2:19]4)[CH:12]=3)=[C:8]([CH3:25])[C:6]=2[N:7]=1.[NH2:32][C:33]1[N:38]=[CH:37][C:36](B2OC(C)(C)C(C)(C)O2)=[CH:35][N:34]=1, predict the reaction product. The product is: [CH3:25][C:8]1[C:6]2[N:7]=[C:2]([C:36]3[CH:35]=[N:34][C:33]([NH2:32])=[N:38][CH:37]=3)[N:3]=[C:4]([N:26]3[CH2:31][CH2:30][O:29][CH2:28][CH2:27]3)[C:5]=2[S:10][C:9]=1[C:11]1[CH:16]=[CH:15][CH:14]=[C:13]([CH2:17][N:18]2[CH2:23][CH2:22][N:21]([CH3:24])[CH2:20][CH2:19]2)[CH:12]=1. (6) Given the reactants C1C=C[NH+]=CC=1.[O-][Cr](Cl)(=O)=O.[CH:12]1([C:15]2[O:19][N:18]=[C:17]([C:20]3[C:25]([Cl:26])=[CH:24][CH:23]=[CH:22][C:21]=3[Cl:27])[C:16]=2[CH2:28][O:29][CH:30]2[CH2:35][CH2:34][CH:33]([OH:36])[C:32]([CH3:38])([CH3:37])[CH2:31]2)[CH2:14][CH2:13]1, predict the reaction product. The product is: [CH:12]1([C:15]2[O:19][N:18]=[C:17]([C:20]3[C:21]([Cl:27])=[CH:22][CH:23]=[CH:24][C:25]=3[Cl:26])[C:16]=2[CH2:28][O:29][CH:30]2[CH2:35][CH2:34][C:33](=[O:36])[C:32]([CH3:38])([CH3:37])[CH2:31]2)[CH2:14][CH2:13]1.